This data is from Catalyst prediction with 721,799 reactions and 888 catalyst types from USPTO. The task is: Predict which catalyst facilitates the given reaction. (1) Reactant: [F:1][C:2]1[CH:7]=[CH:6][C:5]([C:8]2(C(O)=O)[CH2:17][CH2:16][C:11]3([O:15][CH2:14][CH2:13][O:12]3)[CH2:10][CH2:9]2)=[CH:4][CH:3]=1.C([N:23]([CH2:26]C)CC)C.C1(P(N=[N+]=[N-])(C2C=CC=CC=2)=[O:35])C=CC=CC=1.[CH2:45]([OH:52])[C:46]1[CH:51]=[CH:50][CH:49]=[CH:48][CH:47]=1. Product: [CH2:45]([O:52][C:26](=[O:35])[NH:23][C:8]1([C:5]2[CH:4]=[CH:3][C:2]([F:1])=[CH:7][CH:6]=2)[CH2:9][CH2:10][C:11]2([O:12][CH2:13][CH2:14][O:15]2)[CH2:16][CH2:17]1)[C:46]1[CH:51]=[CH:50][CH:49]=[CH:48][CH:47]=1. The catalyst class is: 133. (2) Reactant: [CH2:1]([OH:5])[CH:2](O)[CH3:3].[CH2:6](Br)[C:7]1[CH:12]=[CH:11][CH:10]=[CH:9][CH:8]=1.[OH-:14].[Na+]. Product: [CH2:6]([O:14][CH2:3][CH2:2][CH2:1][OH:5])[C:7]1[CH:12]=[CH:11][CH:10]=[CH:9][CH:8]=1. The catalyst class is: 13. (3) Reactant: [CH3:1][O:2][CH2:3][C:4]1[NH:5][C:6]([C:10]2[C:11]([CH3:20])=[CH:12][C:13]([CH3:19])=[C:14]([CH:18]=2)[C:15]([OH:17])=O)=[C:7]([CH3:9])[N:8]=1.CCN=C=NCCCN(C)C.Cl.C1C=CC2N(O)N=NC=2C=1.Cl.[NH:44]1[CH2:49][CH2:48][CH:47]([C:50]2[CH:57]=[CH:56][C:53]([C:54]#[N:55])=[CH:52][CH:51]=2)[CH2:46][CH2:45]1. Product: [CH3:1][O:2][CH2:3][C:4]1[NH:5][C:6]([C:10]2[C:11]([CH3:20])=[CH:12][C:13]([CH3:19])=[C:14]([CH:18]=2)[C:15]([N:44]2[CH2:49][CH2:48][CH:47]([C:50]3[CH:57]=[CH:56][C:53]([C:54]#[N:55])=[CH:52][CH:51]=3)[CH2:46][CH2:45]2)=[O:17])=[C:7]([CH3:9])[N:8]=1. The catalyst class is: 468. (4) Reactant: [Mg+2].[Cl-].[Cl-].[CH3:4][CH:5]([CH3:12])[CH2:6][CH2:7][CH2:8][C:9](=[O:11])[CH3:10].[CH:13](=O)[CH2:14][CH3:15].OP(O)(O)=O. Product: [CH3:4][CH:5]([CH3:12])[CH2:6][CH2:7]/[C:8](=[CH:13]\[CH2:14][CH3:15])/[C:9](=[O:11])[CH3:10]. The catalyst class is: 69. (5) Product: [Cl:24][C:25]1[CH:33]=[CH:32][C:28]([C:29]([NH:1][C:2]2[CH:23]=[CH:22][CH:21]=[C:4]([O:5][C:6]3[CH:7]=[CH:8][C:9]4[N:10]([CH:12]=[C:13]([NH:15][C:16]([CH:18]5[CH2:20][CH2:19]5)=[O:17])[N:14]=4)[N:11]=3)[CH:3]=2)=[O:30])=[CH:27][C:26]=1[C:34]([F:35])([F:36])[F:37]. The catalyst class is: 35. Reactant: [NH2:1][C:2]1[CH:3]=[C:4]([CH:21]=[CH:22][CH:23]=1)[O:5][C:6]1[CH:7]=[CH:8][C:9]2[N:10]([CH:12]=[C:13]([NH:15][C:16]([CH:18]3[CH2:20][CH2:19]3)=[O:17])[N:14]=2)[N:11]=1.[Cl:24][C:25]1[CH:33]=[CH:32][C:28]([C:29](O)=[O:30])=[CH:27][C:26]=1[C:34]([F:37])([F:36])[F:35].Cl.CN(C)CCCN=C=NCC.ON1C2C=CC=CC=2N=N1. (6) Reactant: [OH-].[Na+].[C:3]([C:5]1[CH:27]=[CH:26][C:8]([O:9][C:10]2[CH:11]=[C:12]([CH:17]=[C:18]([O:20][C@@H:21]([CH3:25])[CH2:22][O:23][CH3:24])[CH:19]=2)[C:13]([O:15]C)=[O:14])=[CH:7][CH:6]=1)#[N:4].Cl. Product: [C:3]([C:5]1[CH:27]=[CH:26][C:8]([O:9][C:10]2[CH:11]=[C:12]([CH:17]=[C:18]([O:20][C@@H:21]([CH3:25])[CH2:22][O:23][CH3:24])[CH:19]=2)[C:13]([OH:15])=[O:14])=[CH:7][CH:6]=1)#[N:4]. The catalyst class is: 776. (7) Reactant: CO.C[O-].[Na+].[SH:6][CH2:7][C:8]([O:10][CH3:11])=[O:9].Cl/[C:13](/[C:17]1[CH:24]=[CH:23][C:20]([C:21]#[N:22])=[CH:19][CH:18]=1)=[CH:14]/[C:15]#[N:16]. Product: [NH2:16][C:15]1[CH:14]=[C:13]([C:17]2[CH:24]=[CH:23][C:20]([C:21]#[N:22])=[CH:19][CH:18]=2)[S:6][C:7]=1[C:8]([O:10][CH3:11])=[O:9]. The catalyst class is: 18. (8) Reactant: [OH:1][CH2:2][CH2:3][CH2:4][CH2:5][CH2:6][NH:7][C:8](=[O:14])[O:9][C:10]([CH3:13])([CH3:12])[CH3:11].C(N(CC)CC)C.[CH3:22][S:23](Cl)(=[O:25])=[O:24]. Product: [CH3:22][S:23]([O:1][CH2:2][CH2:3][CH2:4][CH2:5][CH2:6][NH:7][C:8]([O:9][C:10]([CH3:11])([CH3:13])[CH3:12])=[O:14])(=[O:25])=[O:24]. The catalyst class is: 2. (9) The catalyst class is: 5. Reactant: C[O:2][C:3](=[O:21])[CH:4]([NH:17][C:18](=[O:20])[CH3:19])[CH2:5][C:6]1[C:15]2[C:10](=[CH:11][CH:12]=[CH:13][CH:14]=2)[C:9]([NH2:16])=[CH:8][CH:7]=1.[OH-].[Na+].Cl. Product: [C:18]([NH:17][CH:4]([CH2:5][C:6]1[C:15]2[C:10](=[CH:11][CH:12]=[CH:13][CH:14]=2)[C:9]([NH2:16])=[CH:8][CH:7]=1)[C:3]([OH:21])=[O:2])(=[O:20])[CH3:19].